Dataset: Catalyst prediction with 721,799 reactions and 888 catalyst types from USPTO. Task: Predict which catalyst facilitates the given reaction. (1) Reactant: [CH3:1][C:2]([CH3:15])=[CH:3][C:4](/[N:6]=[C:7](/[N:10]1[CH2:14][CH2:13][CH2:12][CH2:11]1)\SC)=O.C(O)(=O)C(O)=O.[CH2:22]([NH:24][NH2:25])[CH3:23].C(N(CC)C(C)C)(C)C. Product: [CH2:22]([N:24]1[C:4]([CH:3]=[C:2]([CH3:15])[CH3:1])=[N:6][C:7]([N:10]2[CH2:14][CH2:13][CH2:12][CH2:11]2)=[N:25]1)[CH3:23]. The catalyst class is: 155. (2) Reactant: [OH:1][N:2]1[C:6](=[O:7])[C:5]2=[CH:8][CH:9]=[CH:10][CH:11]=[C:4]2[C:3]1=[O:12].C(N(CC)CC)C.Cl[CH2:21][C:22]1[N:23]([CH2:35][CH2:36][CH2:37][NH:38][C:39](=[O:45])[O:40][C:41]([CH3:44])([CH3:43])[CH3:42])[C:24]2[C:33]3[N:32]=[CH:31][CH:30]=[CH:29][C:28]=3[N:27]=[CH:26][C:25]=2[N:34]=1. Product: [O:7]=[C:6]1[C:5]2[C:4](=[CH:11][CH:10]=[CH:9][CH:8]=2)[C:3](=[O:12])[N:2]1[O:1][CH2:21][C:22]1[N:23]([CH2:35][CH2:36][CH2:37][NH:38][C:39](=[O:45])[O:40][C:41]([CH3:43])([CH3:42])[CH3:44])[C:24]2[C:33]3[N:32]=[CH:31][CH:30]=[CH:29][C:28]=3[N:27]=[CH:26][C:25]=2[N:34]=1. The catalyst class is: 18. (3) Reactant: [CH2:1]([C:3]1[C:4]([NH:11][C@@H:12]2[C:20]3[C:15](=[CH:16][CH:17]=[CH:18][CH:19]=3)[CH2:14][C@@H:13]2[OH:21])=[N:5][C:6]([CH2:9][CH3:10])=[CH:7][N:8]=1)[CH3:2].[I:22]I. Product: [CH2:1]([C:3]1[C:4]([NH:11][C@@H:12]2[C:20]3[C:15](=[CH:16][CH:17]=[CH:18][CH:19]=3)[CH2:14][C@@H:13]2[OH:21])=[N:5][C:6]([CH2:9][CH3:10])=[C:7]([I:22])[N:8]=1)[CH3:2]. The catalyst class is: 197. (4) Reactant: [O-]P([O-])([O-])=O.[K+].[K+].[K+].[CH3:9][C:10]1[CH:15]=[CH:14][CH:13]=[C:12]([CH3:16])[C:11]=1B(O)O.Br[C:21]1[N:25](C2C(C(C)C)=CC=CC=2C(C)C)[C:24]([C:38]2[CH:43]=[CH:42][CH:41]=[CH:40][CH:39]=2)=[N:23][N:22]=1.C1(P(C2CCCCC2)[C:51]2C=CC=[CH:53][C:52]=2[C:57]2[C:62](OC)=[CH:61][CH:60]=[CH:59][C:58]=2OC)CCCCC1.[C:73]1(C)[CH:78]=CC=C[CH:74]=1. Product: [CH:73]([C:61]1[CH:60]=[CH:59][CH:58]=[C:57]([CH:52]([CH3:51])[CH3:53])[C:62]=1[N:25]1[C:21]([C:11]2[C:10]([CH3:9])=[CH:15][CH:14]=[CH:13][C:12]=2[CH3:16])=[N:22][N:23]=[C:24]1[C:38]1[CH:43]=[CH:42][CH:41]=[CH:40][CH:39]=1)([CH3:78])[CH3:74]. The catalyst class is: 413. (5) Reactant: [F:1][C:2]([F:38])([F:37])[C:3]1[CH:4]=[C:5]([CH:30]=[C:31]([C:33]([F:36])([F:35])[F:34])[CH:32]=1)[C:6]([N:8]1[CH2:13][CH2:12][N:11]([CH2:14][C:15]#[C:16][CH2:17][Cl:18])[CH2:10][C@H:9]1[CH2:19][C:20]1[CH:29]=[CH:28][C:27]2[C:22](=[CH:23][CH:24]=[CH:25][CH:26]=2)[CH:21]=1)=[O:7].[CH3:39][C@H:40]1[O:45][C@@H:44]([CH3:46])[CH2:43][NH:42][CH2:41]1.C(=O)([O-])[O-].[K+].[K+].O. Product: [ClH:18].[ClH:18].[F:1][C:2]([F:38])([F:37])[C:3]1[CH:4]=[C:5]([CH:30]=[C:31]([C:33]([F:36])([F:35])[F:34])[CH:32]=1)[C:6]([N:8]1[CH2:13][CH2:12][N:11]([CH2:14][C:15]#[C:16][CH2:17][N:42]2[CH2:41][C@@H:40]([CH3:39])[O:45][C@@H:44]([CH3:46])[CH2:43]2)[CH2:10][C@H:9]1[CH2:19][C:20]1[CH:29]=[CH:28][C:27]2[C:22](=[CH:23][CH:24]=[CH:25][CH:26]=2)[CH:21]=1)=[O:7]. The catalyst class is: 9.